Dataset: NCI-60 drug combinations with 297,098 pairs across 59 cell lines. Task: Regression. Given two drug SMILES strings and cell line genomic features, predict the synergy score measuring deviation from expected non-interaction effect. (1) Drug 1: CC1=C(C(=O)C2=C(C1=O)N3CC4C(C3(C2COC(=O)N)OC)N4)N. Drug 2: COCCOC1=C(C=C2C(=C1)C(=NC=N2)NC3=CC=CC(=C3)C#C)OCCOC.Cl. Cell line: SW-620. Synergy scores: CSS=37.2, Synergy_ZIP=-2.50, Synergy_Bliss=-0.521, Synergy_Loewe=-23.7, Synergy_HSA=-1.90. (2) Drug 1: CCC1(CC2CC(C3=C(CCN(C2)C1)C4=CC=CC=C4N3)(C5=C(C=C6C(=C5)C78CCN9C7C(C=CC9)(C(C(C8N6C=O)(C(=O)OC)O)OC(=O)C)CC)OC)C(=O)OC)O.OS(=O)(=O)O. Drug 2: COC1=NC(=NC2=C1N=CN2C3C(C(C(O3)CO)O)O)N. Cell line: SNB-75. Synergy scores: CSS=9.72, Synergy_ZIP=-2.54, Synergy_Bliss=0.833, Synergy_Loewe=-16.5, Synergy_HSA=-1.80. (3) Drug 1: CN1CCC(CC1)COC2=C(C=C3C(=C2)N=CN=C3NC4=C(C=C(C=C4)Br)F)OC. Drug 2: C1=CN(C=N1)CC(O)(P(=O)(O)O)P(=O)(O)O. Cell line: T-47D. Synergy scores: CSS=9.28, Synergy_ZIP=-3.03, Synergy_Bliss=3.16, Synergy_Loewe=1.75, Synergy_HSA=3.70. (4) Drug 1: CC1=C2C(C(=O)C3(C(CC4C(C3C(C(C2(C)C)(CC1OC(=O)C(C(C5=CC=CC=C5)NC(=O)OC(C)(C)C)O)O)OC(=O)C6=CC=CC=C6)(CO4)OC(=O)C)OC)C)OC. Drug 2: CC1CCC2CC(C(=CC=CC=CC(CC(C(=O)C(C(C(=CC(C(=O)CC(OC(=O)C3CCCCN3C(=O)C(=O)C1(O2)O)C(C)CC4CCC(C(C4)OC)O)C)C)O)OC)C)C)C)OC. Cell line: CCRF-CEM. Synergy scores: CSS=83.2, Synergy_ZIP=16.1, Synergy_Bliss=15.2, Synergy_Loewe=16.6, Synergy_HSA=19.6. (5) Drug 1: CC1C(C(CC(O1)OC2CC(CC3=C2C(=C4C(=C3O)C(=O)C5=C(C4=O)C(=CC=C5)OC)O)(C(=O)C)O)N)O.Cl. Drug 2: CN(CCCl)CCCl.Cl. Cell line: CCRF-CEM. Synergy scores: CSS=47.5, Synergy_ZIP=-0.489, Synergy_Bliss=0.739, Synergy_Loewe=-7.33, Synergy_HSA=1.91. (6) Drug 1: CC(C1=C(C=CC(=C1Cl)F)Cl)OC2=C(N=CC(=C2)C3=CN(N=C3)C4CCNCC4)N. Drug 2: CC1OCC2C(O1)C(C(C(O2)OC3C4COC(=O)C4C(C5=CC6=C(C=C35)OCO6)C7=CC(=C(C(=C7)OC)O)OC)O)O. Cell line: M14. Synergy scores: CSS=29.8, Synergy_ZIP=1.86, Synergy_Bliss=6.78, Synergy_Loewe=3.26, Synergy_HSA=3.56. (7) Drug 1: CC1C(C(CC(O1)OC2CC(CC3=C2C(=C4C(=C3O)C(=O)C5=C(C4=O)C(=CC=C5)OC)O)(C(=O)CO)O)N)O.Cl. Drug 2: C1=NNC2=C1C(=O)NC=N2. Cell line: HCT116. Synergy scores: CSS=-3.84, Synergy_ZIP=2.54, Synergy_Bliss=5.78, Synergy_Loewe=-1.96, Synergy_HSA=-1.74. (8) Drug 1: CC1=C(C(=CC=C1)Cl)NC(=O)C2=CN=C(S2)NC3=CC(=NC(=N3)C)N4CCN(CC4)CCO. Drug 2: C1=CC=C(C(=C1)C(C2=CC=C(C=C2)Cl)C(Cl)Cl)Cl. Cell line: M14. Synergy scores: CSS=2.69, Synergy_ZIP=0.518, Synergy_Bliss=4.56, Synergy_Loewe=-0.629, Synergy_HSA=1.42. (9) Drug 1: CC1OCC2C(O1)C(C(C(O2)OC3C4COC(=O)C4C(C5=CC6=C(C=C35)OCO6)C7=CC(=C(C(=C7)OC)O)OC)O)O. Synergy scores: CSS=74.6, Synergy_ZIP=6.11, Synergy_Bliss=5.37, Synergy_Loewe=-21.6, Synergy_HSA=5.03. Drug 2: C1CNP(=O)(OC1)N(CCCl)CCCl. Cell line: MOLT-4.